This data is from Reaction yield outcomes from USPTO patents with 853,638 reactions. The task is: Predict the reaction yield, written as a fraction of the theoretical maximum amount of product (1.0 means a 100% yield; for example, 0.34 means a 34% yield). The reactants are P(Cl)(Cl)([Cl:3])=O.[CH3:6][C:7]1[S:22][C:10]2[N:11]=[C:12](O)[N:13]=[C:14]([C:15]3[S:16][CH:17]=[CH:18][C:19]=3[CH3:20])[C:9]=2[CH:8]=1.CN([CH:26]=[O:27])C. No catalyst specified. The product is [Cl:3][C:12]1[N:13]=[C:14]([C:15]2[S:16][CH:17]=[CH:18][C:19]=2[CH3:20])[C:9]2[CH:8]=[C:7]([CH3:6])[S:22][C:10]=2[N:11]=1.[Cl:3][C:12]1[N:13]=[C:14]([C:15]2[S:16][C:17]([CH:26]=[O:27])=[CH:18][C:19]=2[CH3:20])[C:9]2[CH:8]=[C:7]([CH3:6])[S:22][C:10]=2[N:11]=1. The yield is 0.880.